Dataset: Forward reaction prediction with 1.9M reactions from USPTO patents (1976-2016). Task: Predict the product of the given reaction. (1) Given the reactants Cl.Cl.[NH2:3][C@@H:4]1[CH2:11][C@H:7]2[O:8][CH2:9][CH2:10][C@@:6]2([C:12]([NH:14][CH2:15][C:16]2[CH:21]=[C:20]([C:22]([F:25])([F:24])[F:23])[CH:19]=[CH:18][C:17]=2[OH:26])=[O:13])[CH2:5]1.[C:27]1(=O)[O:32][C:30](=[O:31])[C:29]2=[CH:33][CH:34]=[CH:35][CH:36]=[C:28]12.CCN(C(C)C)C(C)C.C(C1NC=CN=1)(C1NC=CN=1)=O.Cl, predict the reaction product. The product is: [O:31]=[C:30]1[C:29]2[C:28](=[CH:36][CH:35]=[CH:34][CH:33]=2)[C:27](=[O:32])[N:3]1[C@@H:4]1[CH2:11][C@H:7]2[O:8][CH2:9][CH2:10][C@@:6]2([C:12]([NH:14][CH2:15][C:16]2[CH:21]=[C:20]([C:22]([F:23])([F:24])[F:25])[CH:19]=[CH:18][C:17]=2[OH:26])=[O:13])[CH2:5]1. (2) The product is: [CH3:34][CH2:35][CH2:36][CH:37]([CH3:42])[CH3:38].[NH2:14][C:13]1[C:8]([C:6](=[O:7])[NH:5][CH2:4][C@H:3]([CH2:17][CH2:18][CH3:19])[NH:2]/[C:45](=[N:51]\[C:52](=[O:53])[O:54][C:55]([CH3:58])([CH3:57])[CH3:56])/[N:33]([CH2:34][CH2:35][CH2:36][C:37]2[CH:38]=[CH:39][C:40]([O:43][CH3:44])=[CH:41][CH:42]=2)[C:32](=[O:59])[O:31][C:27]([CH3:28])([CH3:30])[CH3:29])=[N:9][C:10]([Cl:16])=[C:11]([NH2:15])[N:12]=1. Given the reactants Cl.[NH2:2][C@@H:3]([CH2:17][CH2:18][CH3:19])[CH2:4][NH:5][C:6]([C:8]1[C:13]([NH2:14])=[N:12][C:11]([NH2:15])=[C:10]([Cl:16])[N:9]=1)=[O:7].C(N(CC)CC)C.[C:27]([O:31][C:32](=[O:59])[N:33](/[C:45](=[N:51]/[C:52]([O:54][C:55]([CH3:58])([CH3:57])[CH3:56])=[O:53])/N1C=CC=N1)[CH2:34][CH2:35][CH2:36][C:37]1[CH:42]=[CH:41][C:40]([O:43][CH3:44])=[CH:39][CH:38]=1)([CH3:30])([CH3:29])[CH3:28].CCOC(C)=O, predict the reaction product. (3) Given the reactants [NH2:1][C:2]1[S:3][CH:4]=[C:5]([C:7]([O:9][CH2:10][CH3:11])=[O:8])[N:6]=1.[Cl:12]N1C(=O)CCC1=O, predict the reaction product. The product is: [NH2:1][C:2]1[S:3][C:4]([Cl:12])=[C:5]([C:7]([O:9][CH2:10][CH3:11])=[O:8])[N:6]=1. (4) Given the reactants C(NC1N=C2C(N=C(OC)N2CCCC2CCOC2)=C(N)N=1)CCC.FC(F)(F)C(O)=O.[CH3:33][C@@H:34]([O:38][C:39]1[NH:40][C:41]([NH2:50])=[C:42]2[C:46]([N:47]=1)=[N:45][C:44]([O:48][CH3:49])=[N:43]2)[CH2:35][CH2:36][CH3:37].Br[CH2:52][CH2:53][CH2:54][CH2:55][CH:56]1[CH2:60][CH2:59][O:58][CH2:57]1, predict the reaction product. The product is: [CH3:33][C@@H:34]([O:38][C:39]1[N:47]=[C:46]2[C:42]([N:43]=[C:44]([O:48][CH3:49])[N:45]2[CH2:52][CH2:53][CH2:54][CH2:55][CH:56]2[CH2:60][CH2:59][O:58][CH2:57]2)=[C:41]([NH2:50])[N:40]=1)[CH2:35][CH2:36][CH3:37]. (5) The product is: [CH2:1]([C:5]1[N:6]([CH2:16][C:15]2[CH:18]=[CH:19][CH:20]=[CH:21][C:14]=2[Cl:13])[CH:7]=[CH:8][N:9]=1)[CH2:2][CH2:3][CH3:4]. Given the reactants [CH2:1]([C:5]1[NH:6][CH:7]=[CH:8][N:9]=1)[CH2:2][CH2:3][CH3:4].C[O-].[Na+].[Cl:13][C:14]1[CH:21]=[CH:20][CH:19]=[CH:18][C:15]=1[CH2:16]Br.C(OCC)(=O)C.CCCCCC, predict the reaction product. (6) Given the reactants [C:1]([C:3]1[CH:8]=[CH:7][C:6]([CH:9](OS(C)(=O)=O)[CH2:10][CH:11]=[CH2:12])=[CH:5][C:4]=1[F:18])#[N:2].[CH3:19][C:20]1[NH:21][CH:22]=[CH:23][N:24]=1.C(=O)([O-])[O-].[K+].[K+].CCOC(C)=O, predict the reaction product. The product is: [C:1]([C:3]1[CH:8]=[CH:7][C:6]([CH:9]([N:21]2[CH:22]=[CH:23][N:24]=[C:20]2[CH3:19])[CH2:10][CH:11]=[CH2:12])=[CH:5][C:4]=1[F:18])#[N:2]. (7) Given the reactants [N:1]1([C:7]([N:9]2[CH2:14][CH:13]([C:15]3[CH:20]=[CH:19][C:18]([C:21]([F:24])([F:23])[F:22])=[CH:17][CH:16]=3)[CH2:12][CH:11]([C:25](=[S:27])[NH2:26])[CH2:10]2)=[O:8])[CH2:6][CH2:5][O:4][CH2:3][CH2:2]1.Br[CH2:29][C:30]([C:32]1[CH:37]=[CH:36][C:35]([Cl:38])=[CH:34][CH:33]=1)=O, predict the reaction product. The product is: [Cl:38][C:35]1[CH:36]=[CH:37][C:32]([C:30]2[N:26]=[C:25]([CH:11]3[CH2:12][CH:13]([C:15]4[CH:20]=[CH:19][C:18]([C:21]([F:22])([F:23])[F:24])=[CH:17][CH:16]=4)[CH2:14][N:9]([C:7]([N:1]4[CH2:6][CH2:5][O:4][CH2:3][CH2:2]4)=[O:8])[CH2:10]3)[S:27][CH:29]=2)=[CH:33][CH:34]=1. (8) Given the reactants [C:1]([O:5][C@@H:6]([C:11]1[C:12]([C:30]2[CH:35]=[CH:34][C:33]([Cl:36])=[CH:32][CH:31]=2)=[C:13]2[C:20]([CH3:21])=[C:19]([CH3:22])[N:18]([CH2:23][C:24]3[CH:29]=[CH:28][N:27]=[CH:26][CH:25]=3)[C:14]2=[N:15][C:16]=1[CH3:17])[C:7]([O:9]C)=[O:8])([CH3:4])([CH3:3])[CH3:2].[Cl-].[Li+].Cl, predict the reaction product. The product is: [C:1]([O:5][C@@H:6]([C:11]1[C:12]([C:30]2[CH:35]=[CH:34][C:33]([Cl:36])=[CH:32][CH:31]=2)=[C:13]2[C:20]([CH3:21])=[C:19]([CH3:22])[N:18]([CH2:23][C:24]3[CH:25]=[CH:26][N:27]=[CH:28][CH:29]=3)[C:14]2=[N:15][C:16]=1[CH3:17])[C:7]([OH:9])=[O:8])([CH3:4])([CH3:2])[CH3:3]. (9) Given the reactants [Br:1][C:2]1[CH:10]=[CH:9][C:5]([C:6]([OH:8])=O)=[C:4]([S:11]([CH3:14])(=[O:13])=[O:12])[CH:3]=1.[CH3:15][C:16]1[C:17]([N:23]2[CH2:28][CH2:27][NH:26][CH2:25][CH2:24]2)=[N:18][CH:19]=[C:20]([CH3:22])[CH:21]=1, predict the reaction product. The product is: [Br:1][C:2]1[CH:10]=[CH:9][C:5]([C:6]([N:26]2[CH2:27][CH2:28][N:23]([C:17]3[C:16]([CH3:15])=[CH:21][C:20]([CH3:22])=[CH:19][N:18]=3)[CH2:24][CH2:25]2)=[O:8])=[C:4]([S:11]([CH3:14])(=[O:13])=[O:12])[CH:3]=1.